Predict the reaction yield, written as a fraction of the theoretical maximum amount of product (1.0 means a 100% yield; for example, 0.34 means a 34% yield). From a dataset of Reaction yield outcomes from USPTO patents with 853,638 reactions. The reactants are [OH:1][CH2:2][C:3]1[CH:8]=[CH:7][N:6]=[C:5]([C:9]([O:11][CH2:12][CH3:13])=[O:10])[CH:4]=1.[Cl:14][C:15]1[CH:20]=[CH:19][C:18]([C:21]([F:24])([F:23])[F:22])=[CH:17][C:16]=1O. No catalyst specified. The product is [Cl:14][C:15]1[CH:16]=[CH:17][C:18]([C:21]([F:22])([F:23])[F:24])=[CH:19][C:20]=1[O:1][CH2:2][C:3]1[CH:8]=[CH:7][N:6]=[C:5]([C:9]([O:11][CH2:12][CH3:13])=[O:10])[CH:4]=1. The yield is 0.720.